The task is: Predict the reactants needed to synthesize the given product.. This data is from Full USPTO retrosynthesis dataset with 1.9M reactions from patents (1976-2016). (1) Given the product [CH3:28][N:29]1[CH2:34][CH2:33][N:32]([CH2:35][C:36]2[CH:37]=[CH:38][C:39]([NH:42][C:4]([C:6]3[CH:7]=[CH:8][C:9]([C:16]4[C:17]([F:27])=[C:18]([O:25][CH3:26])[CH:19]=[C:20]([O:23][CH3:24])[C:21]=4[F:22])=[C:10]4[C:15]=3[N:14]=[CH:13][CH:12]=[CH:11]4)=[O:3])=[N:40][CH:41]=2)[CH2:31][CH2:30]1, predict the reactants needed to synthesize it. The reactants are: C([O:3][C:4]([C:6]1[CH:7]=[CH:8][C:9]([C:16]2[C:21]([F:22])=[C:20]([O:23][CH3:24])[CH:19]=[C:18]([O:25][CH3:26])[C:17]=2[F:27])=[C:10]2[C:15]=1[N:14]=[CH:13][CH:12]=[CH:11]2)=O)C.[CH3:28][N:29]1[CH2:34][CH2:33][N:32]([CH2:35][C:36]2[CH:37]=[CH:38][C:39]([NH2:42])=[N:40][CH:41]=2)[CH2:31][CH2:30]1.C[Al](C)C. (2) Given the product [CH2:14]([C@@H:10]1[CH2:9][N:8]([CH2:1][C:2]2[CH:3]=[CH:4][CH:5]=[CH:6][CH:7]=2)[CH2:13][CH2:12][N:11]1[S:29]([CH3:28])(=[O:31])=[O:30])[C:15]1[CH:20]=[CH:19][CH:18]=[CH:17][CH:16]=1, predict the reactants needed to synthesize it. The reactants are: [CH2:1]([N:8]1[CH2:13][CH2:12][NH:11][C@H:10]([CH2:14][C:15]2[CH:20]=[CH:19][CH:18]=[CH:17][CH:16]=2)[CH2:9]1)[C:2]1[CH:7]=[CH:6][CH:5]=[CH:4][CH:3]=1.C(N(CC)CC)C.[CH3:28][S:29](Cl)(=[O:31])=[O:30].